Dataset: Cav3 T-type calcium channel HTS with 100,875 compounds. Task: Binary Classification. Given a drug SMILES string, predict its activity (active/inactive) in a high-throughput screening assay against a specified biological target. (1) The drug is s\1c2c(n(c3ccccc3)c1=N/N)cccc2. The result is 0 (inactive). (2) The molecule is O(c1c(CNc2n(nc(NCc3c(OC)cccc3)n2)C(=O)CC)cccc1)C. The result is 1 (active). (3) The drug is N1C(C23CC4CC(C3)CC(C2)C4)CCCC1. The result is 0 (inactive). (4) The drug is s1c2CC(C(C)(C)C)CCc2c(c1NC(=O)CSc1[nH]ncn1)C#N. The result is 0 (inactive). (5) The molecule is S1c2n(c(=O)c(C(=O)NC3CC(CC(C3)C)(C)C)cn2)CC1. The result is 0 (inactive). (6) The result is 0 (inactive). The drug is S(O)(=O)(=O)CCN. (7) The drug is Clc1cc(C(=O)N2CCCC2)c(cc1Cl)C(O)=O. The result is 0 (inactive).